From a dataset of Reaction yield outcomes from USPTO patents with 853,638 reactions. Predict the reaction yield, written as a fraction of the theoretical maximum amount of product (1.0 means a 100% yield; for example, 0.34 means a 34% yield). The reactants are C(OC1C=C(C=CC=1)CN(C1C=CC(C#N)=CC=1)N1C=NN=C1)C1C=CC=CC=1.[H-].[Na+].[C:32]([C:34]1[CH:39]=[CH:38][C:37]([NH:40][N:41]2[CH:45]=[N:44][N:43]=[CH:42]2)=[CH:36][CH:35]=1)#[N:33].[C:46]([O:54][C:55]1[CH:56]=[C:57]([CH:60]=[CH:61][C:62]=1[Cl:63])[CH2:58]Br)(=[O:53])[C:47]1[CH:52]=[CH:51][CH:50]=[CH:49][CH:48]=1. The catalyst is CN(C=O)C.CCOC(C)=O. The product is [C:46]([O:54][C:55]1[CH:56]=[C:57]([CH:60]=[CH:61][C:62]=1[Cl:63])[CH2:58][N:40]([C:37]1[CH:36]=[CH:35][C:34]([C:32]#[N:33])=[CH:39][CH:38]=1)[N:41]1[CH:42]=[N:43][N:44]=[CH:45]1)(=[O:53])[C:47]1[CH:52]=[CH:51][CH:50]=[CH:49][CH:48]=1. The yield is 0.820.